Dataset: Reaction yield outcomes from USPTO patents with 853,638 reactions. Task: Predict the reaction yield, written as a fraction of the theoretical maximum amount of product (1.0 means a 100% yield; for example, 0.34 means a 34% yield). (1) The reactants are [Cl:1][C:2]1[CH:38]=[CH:37][C:5]([CH2:6][N:7]2[C:15]3[C:14](=[O:16])[N:13]([CH2:17][CH:18]([OH:22])[CH2:19][O:20][CH3:21])[C:12](=[O:23])[N:11]([CH3:24])[C:10]=3[N:9]=[C:8]2[O:25][C:26]2[CH:31]=[CH:30][CH:29]=[C:28]([O:32][C:33]([F:36])([F:35])[F:34])[CH:27]=2)=[CH:4][CH:3]=1.C(OC(=O)C)(=O)C. The catalyst is CS(C)=O. The product is [Cl:1][C:2]1[CH:3]=[CH:4][C:5]([CH2:6][N:7]2[C:15]3[C:14](=[O:16])[N:13]([CH2:17][C:18](=[O:22])[CH2:19][O:20][CH3:21])[C:12](=[O:23])[N:11]([CH3:24])[C:10]=3[N:9]=[C:8]2[O:25][C:26]2[CH:31]=[CH:30][CH:29]=[C:28]([O:32][C:33]([F:36])([F:34])[F:35])[CH:27]=2)=[CH:37][CH:38]=1. The yield is 0.302. (2) The reactants are [CH3:1][O:2][C:3]1[CH:4]=[C:5]2[C:10](=[CH:11][C:12]=1[O:13][CH3:14])[N:9]=[CH:8][CH:7]=[C:6]2[O:15][C:16]1[C:22]([CH3:23])=[CH:21][C:19]([NH2:20])=[C:18]([CH3:24])[CH:17]=1.C1(C)C=CC=CC=1.C(N(CC)CC)C.Cl[C:40](Cl)([O:42]C(=O)OC(Cl)(Cl)Cl)Cl.[F:51][C:52]([F:63])([F:62])[C:53]1[CH:54]=[C:55]([CH:59]=[CH:60][CH:61]=1)[CH:56]([OH:58])[CH3:57]. The catalyst is C(Cl)Cl. The product is [CH3:1][O:2][C:3]1[CH:4]=[C:5]2[C:10](=[CH:11][C:12]=1[O:13][CH3:14])[N:9]=[CH:8][CH:7]=[C:6]2[O:15][C:16]1[C:22]([CH3:23])=[CH:21][C:19]([NH:20][C:40](=[O:42])[O:58][CH:56]([C:55]2[CH:59]=[CH:60][CH:61]=[C:53]([C:52]([F:62])([F:63])[F:51])[CH:54]=2)[CH3:57])=[C:18]([CH3:24])[CH:17]=1. The yield is 0.580. (3) The reactants are [C:1]12([C:11]3[CH:27]=[CH:26][C:14]([O:15][CH2:16][C:17]([N:19]4[CH2:24][CH2:23][N:22]([CH3:25])[CH2:21][CH2:20]4)=[O:18])=[CH:13][CH:12]=3)[CH2:10][CH:5]3[CH2:6][CH:7]([CH2:9][CH:3]([CH2:4]3)[CH2:2]1)[CH2:8]2.[P:28](=[O:32])([OH:31])([OH:30])[OH:29]. No catalyst specified. The product is [P:28]([O-:32])([OH:31])([OH:30])=[O:29].[C:1]12([C:11]3[CH:27]=[CH:26][C:14]([O:15][CH2:16][C:17]([N:19]4[CH2:24][CH2:23][NH+:22]([CH3:25])[CH2:21][CH2:20]4)=[O:18])=[CH:13][CH:12]=3)[CH2:10][CH:5]3[CH2:6][CH:7]([CH2:9][CH:3]([CH2:4]3)[CH2:2]1)[CH2:8]2. The yield is 0.750. (4) The reactants are N[C:2]1[CH:7]=[C:6]([F:8])[CH:5]=[CH:4][C:3]=1[S:9]([NH:12][C:13]1[CH:14]=[CH:15][CH:16]=[C:17]2[C:22]=1[N:21]=[CH:20][CH:19]=[CH:18]2)(=[O:11])=[O:10].C(ON=O)(C)(C)C. The catalyst is C(O)(=O)C. The product is [F:8][C:6]1[CH:5]=[C:4]2[C:3]([S:9](=[O:11])(=[O:10])[NH:12][C:13]3[C:14]2=[CH:15][CH:16]=[C:17]2[C:22]=3[N:21]=[CH:20][CH:19]=[CH:18]2)=[CH:2][CH:7]=1. The yield is 0.0200.